From a dataset of Reaction yield outcomes from USPTO patents with 853,638 reactions. Predict the reaction yield, written as a fraction of the theoretical maximum amount of product (1.0 means a 100% yield; for example, 0.34 means a 34% yield). (1) The reactants are [OH:1][C:2]1[CH:7]=[C:6]([OH:8])[CH:5]=[CH:4][C:3]=1[CH:9]1[CH2:14][CH2:13][C:12](=[O:15])[CH2:11][CH2:10]1.C(O)C.[BH4-].[Na+].Cl. The catalyst is C(OCC)(=O)C. The product is [OH:1][C:2]1[CH:7]=[C:6]([OH:8])[CH:5]=[CH:4][C:3]=1[C@H:9]1[CH2:14][CH2:13][C@H:12]([OH:15])[CH2:11][CH2:10]1. The yield is 0.780. (2) The reactants are [F:1][C:2]1[CH:7]=[C:6]([F:8])[CH:5]=[CH:4][C:3]=1[NH2:9].N1C=CC=CC=1.Cl[C:17]([O:19][CH2:20][C:21]1[CH:26]=[CH:25][CH:24]=[CH:23][CH:22]=1)=[O:18]. The catalyst is ClCCl. The product is [CH2:20]([O:19][C:17](=[O:18])[NH:9][C:3]1[CH:4]=[CH:5][C:6]([F:8])=[CH:7][C:2]=1[F:1])[C:21]1[CH:26]=[CH:25][CH:24]=[CH:23][CH:22]=1. The yield is 0.770. (3) The reactants are [CH3:1][O:2][C:3](=[O:18])[CH2:4][C:5]1[S:9][C:8]([NH:10][C:11]([O:13][C:14]([CH3:17])([CH3:16])[CH3:15])=[O:12])=[N:7][CH:6]=1.[Se](=O)=[O:20].C(Cl)Cl.CO. The catalyst is O1CCOCC1. The product is [CH3:1][O:2][C:3](=[O:18])[C:4]([C:5]1[S:9][C:8]([NH:10][C:11]([O:13][C:14]([CH3:15])([CH3:17])[CH3:16])=[O:12])=[N:7][CH:6]=1)=[O:20]. The yield is 0.230. (4) The reactants are [F:1][C:2]1[CH:3]=[C:4]([N:9]2[CH2:13][C@H:12]([CH2:14][OH:15])[O:11][C:10]2=[O:16])[CH:5]=[CH:6][C:7]=1[I:8].C(N(CC)C(C)C)(C)C.[CH3:26][S:27](Cl)(=[O:29])=[O:28]. The catalyst is C(Cl)Cl. The product is [F:1][C:2]1[CH:3]=[C:4]([N:9]2[CH2:13][C@H:12]([CH2:14][O:15][S:27]([CH3:26])(=[O:29])=[O:28])[O:11][C:10]2=[O:16])[CH:5]=[CH:6][C:7]=1[I:8]. The yield is 0.975. (5) The reactants are [CH3:1][N:2]1[C:6]2=[N:7][CH:8]=[CH:9][CH:10]=[C:5]2[C:4]([CH:11]=O)=[CH:3]1.[CH3:13][N:14]1C2C(=CC=CC=2)C(C)=C1C=O. No catalyst specified. The product is [CH3:1][N:2]1[C:6]2=[N:7][CH:8]=[CH:9][CH:10]=[C:5]2[C:4]([CH2:11][NH:14][CH3:13])=[CH:3]1. The yield is 0.450. (6) The reactants are O=[C:2]1[C:11]2[C:6](=[CH:7][CH:8]=[CH:9][CH:10]=2)[O:5][C:4]([C:12]([OH:14])=[O:13])=[CH:3]1. The catalyst is CC(O)=O.[Pd]. The product is [O:5]1[C:6]2[C:11](=[CH:10][CH:9]=[CH:8][CH:7]=2)[CH2:2][CH2:3][CH:4]1[C:12]([OH:14])=[O:13]. The yield is 0.720.